From a dataset of Reaction yield outcomes from USPTO patents with 853,638 reactions. Predict the reaction yield, written as a fraction of the theoretical maximum amount of product (1.0 means a 100% yield; for example, 0.34 means a 34% yield). (1) The reactants are C[O:2][C:3]([C:5]1([C:8]2[CH:9]=[CH:10][C:11]3[O:15][CH2:14][C:13]([CH3:17])([CH3:16])[C:12]=3[CH:18]=2)[CH2:7][CH2:6]1)=[O:4].[Li+].[OH-].Cl. The catalyst is CO. The product is [CH3:16][C:13]1([CH3:17])[C:12]2[CH:18]=[C:8]([C:5]3([C:3]([OH:4])=[O:2])[CH2:6][CH2:7]3)[CH:9]=[CH:10][C:11]=2[O:15][CH2:14]1. The yield is 0.410. (2) The reactants are [CH2:1]([O:3][C:4]1[C:9]([C:10]2[NH:11][C:12](=[O:23])[C:13]3[N:18]([CH3:19])[N:17]=[C:16]([CH2:20][CH2:21][CH3:22])[C:14]=3[N:15]=2)=[CH:8][C:7]([S:24]([N:27]2[CH2:32][CH2:31][N:30]([CH2:33][CH3:34])[CH2:29][CH2:28]2)(=[O:26])=[O:25])=[CH:6][N:5]=1)[CH3:2].C[Si]([N-][Si](C)(C)C)(C)C.[K+].[CH3:45][O:46]CCO. No catalyst specified. The product is [CH2:33]([N:30]1[CH2:31][CH2:32][N:27]([S:24]([C:7]2[CH:8]=[C:9]([C:10]3[NH:11][C:12](=[O:23])[C:13]4[N:18]([CH3:19])[N:17]=[C:16]([CH2:20][CH2:21][CH3:22])[C:14]=4[N:15]=3)[C:4]([O:3][CH2:1][CH2:2][O:46][CH3:45])=[N:5][CH:6]=2)(=[O:26])=[O:25])[CH2:28][CH2:29]1)[CH3:34]. The yield is 0.640. (3) The reactants are [CH2:1]([CH:19]([N:38]=[N+:39]=[N-:40])[CH2:20][CH2:21][CH2:22][CH2:23][CH2:24][CH2:25][CH2:26][CH2:27]/[CH:28]=[CH:29]\[CH2:30]/[CH:31]=[CH:32]\[CH2:33][CH2:34][CH2:35][CH2:36][CH3:37])[CH2:2][CH2:3][CH2:4][CH2:5][CH2:6][CH2:7][CH2:8]/[CH:9]=[CH:10]\[CH2:11]/[CH:12]=[CH:13]\[CH2:14][CH2:15][CH2:16][CH2:17][CH3:18].[CH3:41][N:42]([CH3:46])[CH2:43][C:44]#[CH:45].O=C1O[C@H]([C@H](CO)O)C([O-])=C1O.[Na+]. The catalyst is O.C(O)(C)(C)C. The product is [CH3:18][CH2:17][CH2:16][CH2:15][CH2:14]/[CH:13]=[CH:12]\[CH2:11]/[CH:10]=[CH:9]\[CH2:8][CH2:7][CH2:6][CH2:5][CH2:4][CH2:3][CH2:2][CH2:1][CH:19]([N:38]1[CH:45]=[C:44]([CH2:43][N:42]([CH3:46])[CH3:41])[N:40]=[N:39]1)[CH2:20][CH2:21][CH2:22][CH2:23][CH2:24][CH2:25][CH2:26][CH2:27]/[CH:28]=[CH:29]\[CH2:30]/[CH:31]=[CH:32]\[CH2:33][CH2:34][CH2:35][CH2:36][CH3:37]. The yield is 0.910.